Dataset: Full USPTO retrosynthesis dataset with 1.9M reactions from patents (1976-2016). Task: Predict the reactants needed to synthesize the given product. (1) Given the product [Br:1][C:2]1[C:3]([CH3:22])=[C:4]([C:12]2[CH:17]=[CH:16][CH:15]=[C:14]([C:18]([F:21])([F:20])[F:19])[CH:13]=2)[C:5]2[N:6]([N:8]=[C:9]([Cl:30])[N:10]=2)[CH:7]=1, predict the reactants needed to synthesize it. The reactants are: [Br:1][C:2]1[C:3]([CH3:22])=[C:4]([C:12]2[CH:17]=[CH:16][CH:15]=[C:14]([C:18]([F:21])([F:20])[F:19])[CH:13]=2)[C:5]2[N:6]([N:8]=[C:9](N)[N:10]=2)[CH:7]=1.BrC1C(C)=C(C2C=CC=C(C(F)(F)F)C=2)C([Cl:30])=NC=1. (2) Given the product [CH2:1]([O:3][C:4](=[O:14])[CH2:5][C:6]1[CH:11]=[CH:10][C:9]([N:12]=[C:16]=[O:18])=[C:8]([Cl:13])[CH:7]=1)[CH3:2], predict the reactants needed to synthesize it. The reactants are: [CH2:1]([O:3][C:4](=[O:14])[CH2:5][C:6]1[CH:11]=[CH:10][C:9]([NH2:12])=[C:8]([Cl:13])[CH:7]=1)[CH3:2].Cl[C:16](Cl)([O:18]C(=O)OC(Cl)(Cl)Cl)Cl.CCN(CC)CC.